This data is from Forward reaction prediction with 1.9M reactions from USPTO patents (1976-2016). The task is: Predict the product of the given reaction. (1) The product is: [NH2:1][C:4]1[CH:9]=[CH:8][C:7]([C:10]2[O:14][CH:13]=[N:12][CH:11]=2)=[C:6]([O:15][CH3:16])[CH:5]=1. Given the reactants [N+:1]([C:4]1[CH:9]=[CH:8][C:7]([C:10]2[O:14][CH:13]=[N:12][CH:11]=2)=[C:6]([O:15][CH3:16])[CH:5]=1)([O-])=O, predict the reaction product. (2) Given the reactants [Cl:1][C:2]1[N:3]=[C:4](Cl)[C:5]2[S:10][CH:9]=[CH:8][C:6]=2[N:7]=1.[N+:12]([C:15]1[CH:16]=[C:17]([OH:21])[CH:18]=[CH:19][CH:20]=1)([O-:14])=[O:13].C(=O)([O-])[O-].[Cs+].[Cs+], predict the reaction product. The product is: [Cl:1][C:2]1[N:3]=[C:4]([O:21][C:17]2[CH:18]=[CH:19][CH:20]=[C:15]([N+:12]([O-:14])=[O:13])[CH:16]=2)[C:5]2[S:10][CH:9]=[CH:8][C:6]=2[N:7]=1. (3) Given the reactants [CH3:1][O:2][C:3]1[CH:8]=[CH:7][C:6]([O:9][CH3:10])=[CH:5][C:4]=1[NH:11][C:12]1[C:21]([NH2:22])=[N:20][C:19]2[C:14](=[CH:15][CH:16]=[CH:17][CH:18]=2)[N:13]=1.[CH3:23][N:24]1[CH:28]=[C:27]([S:29](Cl)(=[O:31])=[O:30])[N:26]=[CH:25]1, predict the reaction product. The product is: [CH3:1][O:2][C:3]1[CH:8]=[CH:7][C:6]([O:9][CH3:10])=[CH:5][C:4]=1[NH:11][C:12]1[C:21]([NH:22][S:29]([C:27]2[N:26]=[CH:25][N:24]([CH3:23])[CH:28]=2)(=[O:31])=[O:30])=[N:20][C:19]2[C:14]([N:13]=1)=[CH:15][CH:16]=[CH:17][CH:18]=2. (4) The product is: [CH3:28][N:29]([CH3:30])[C:10](=[O:11])[CH:9]([NH:8][C:6](=[O:7])[O:5][C:1]([CH3:4])([CH3:3])[CH3:2])[CH2:13][C:14]1[CH:19]=[CH:18][CH:17]=[C:16]([OH:20])[CH:15]=1. Given the reactants [C:1]([O:5][C:6]([NH:8][CH:9]([CH2:13][C:14]1[CH:19]=[CH:18][CH:17]=[C:16]([OH:20])[CH:15]=1)[C:10](O)=[O:11])=[O:7])([CH3:4])([CH3:3])[CH3:2].F[P-](F)(F)(F)(F)F.[CH3:28][N+:29](C)=[C:30](N(C)C)ON1C2N=CC=CC=2N=N1.C(N(CC)C(C)C)(C)C.CNC.C1COCC1, predict the reaction product. (5) Given the reactants [N:1]1[CH:6]=[CH:5][C:4]([C:7]2[C:15]3[C:10](=[CH:11][CH:12]=[C:13]([C:16](O)=[O:17])[CH:14]=3)[N:9]([C:19]([C:32]3[CH:37]=[CH:36][CH:35]=[CH:34][CH:33]=3)([C:26]3[CH:31]=[CH:30][CH:29]=[CH:28][CH:27]=3)[C:20]3[CH:25]=[CH:24][CH:23]=[CH:22][CH:21]=3)[N:8]=2)=[CH:3][CH:2]=1.C1C=CC2N(O)N=NC=2C=1.C(Cl)CCl.CCN(C(C)C)C(C)C.[NH2:61][C@@H:62]1[CH2:67][CH2:66][CH2:65][N:64]([CH2:68][C:69]2[CH:76]=[CH:75][CH:74]=[CH:73][C:70]=2[C:71]#[N:72])[CH2:63]1, predict the reaction product. The product is: [C:71]([C:70]1[CH:73]=[CH:74][CH:75]=[CH:76][C:69]=1[CH2:68][N:64]1[CH2:65][CH2:66][CH2:67][C@@H:62]([NH:61][C:16]([C:13]2[CH:14]=[C:15]3[C:10](=[CH:11][CH:12]=2)[N:9]([C:19]([C:20]2[CH:21]=[CH:22][CH:23]=[CH:24][CH:25]=2)([C:26]2[CH:31]=[CH:30][CH:29]=[CH:28][CH:27]=2)[C:32]2[CH:33]=[CH:34][CH:35]=[CH:36][CH:37]=2)[N:8]=[C:7]3[C:4]2[CH:3]=[CH:2][N:1]=[CH:6][CH:5]=2)=[O:17])[CH2:63]1)#[N:72]. (6) Given the reactants [Cl:1][C:2]1[CH:7]=[CH:6][CH:5]=[CH:4][C:3]=1[N:8]1[C:12]([CH3:13])=[C:11]([N:14]2[CH2:19][CH2:18][NH:17][CH2:16][C:15]2=[O:20])[N:10]=[N:9]1.[C:21]([N:25]=[C:26]=[O:27])([CH3:24])([CH3:23])[CH3:22].C(N(CC)CC)C, predict the reaction product. The product is: [C:21]([NH:25][C:26]([N:17]1[CH2:18][CH2:19][N:14]([C:11]2[N:10]=[N:9][N:8]([C:3]3[CH:4]=[CH:5][CH:6]=[CH:7][C:2]=3[Cl:1])[C:12]=2[CH3:13])[C:15](=[O:20])[CH2:16]1)=[O:27])([CH3:24])([CH3:23])[CH3:22]. (7) Given the reactants [CH3:1]N(C)CCCN=C=NCC.[N:12]1[CH:17]=[CH:16][CH:15]=[CH:14][C:13]=1[CH2:18][C:19]([N:21]1[C:29]2[C:24](=[CH:25][C:26]([NH:30][C:31]([C:33]3[CH:38]=[CH:37][CH:36]=[CH:35][C:34]=3[C:39]3[CH:44]=[CH:43][C:42]([C:45]([OH:47])=[O:46])=[CH:41][CH:40]=3)=[O:32])=[CH:27][CH:28]=2)[CH2:23][CH2:22]1)=[O:20].CO.ON1C2C=CC=CC=2N=N1, predict the reaction product. The product is: [N:12]1[CH:17]=[CH:16][CH:15]=[CH:14][C:13]=1[CH2:18][C:19]([N:21]1[C:29]2[C:24](=[CH:25][C:26]([NH:30][C:31]([C:33]3[CH:38]=[CH:37][CH:36]=[CH:35][C:34]=3[C:39]3[CH:40]=[CH:41][C:42]([C:45]([O:47][CH3:1])=[O:46])=[CH:43][CH:44]=3)=[O:32])=[CH:27][CH:28]=2)[CH2:23][CH2:22]1)=[O:20].